Dataset: Forward reaction prediction with 1.9M reactions from USPTO patents (1976-2016). Task: Predict the product of the given reaction. (1) The product is: [CH2:27]([N:13]([CH2:11][CH3:12])[CH2:14][CH2:15][O:16][C:17]1[CH:24]=[CH:23][C:22]([O:25][CH3:26])=[CH:21][C:18]=1[CH:19]=[C:3]1[C:4]2[C:9](=[CH:8][CH:7]=[CH:6][CH:5]=2)[NH:1][C:2]1=[O:10])[CH3:28]. Given the reactants [NH:1]1[C:9]2[C:4](=[CH:5][CH:6]=[CH:7][CH:8]=2)[CH2:3][C:2]1=[O:10].[CH2:11]([N:13]([CH2:27][CH3:28])[CH2:14][CH2:15][O:16][C:17]1[CH:24]=[CH:23][C:22]([O:25][CH3:26])=[CH:21][C:18]=1[CH:19]=O)[CH3:12].N1CCCCC1, predict the reaction product. (2) Given the reactants [CH:1]1([C:7]2[CH:8]=[C:9]([C:17]3[N:22]=[CH:21][C:20]([CH:23]=[C:24]4[S:28][C:27](=[O:29])[NH:26][C:25]4=[O:30])=[CH:19][CH:18]=3)[CH:10]=[C:11]([N+:14]([O-])=O)[C:12]=2[OH:13])[CH2:6][CH2:5][CH2:4][CH2:3][CH2:2]1.[PH2]([O-])=O.[Na+].O1CCC[CH2:36]1.C(O)C, predict the reaction product. The product is: [CH:1]1([C:7]2[C:12]3[O:13][CH:36]=[N:14][C:11]=3[CH:10]=[C:9]([C:17]3[N:22]=[CH:21][C:20]([CH:23]=[C:24]4[S:28][C:27](=[O:29])[NH:26][C:25]4=[O:30])=[CH:19][CH:18]=3)[CH:8]=2)[CH2:6][CH2:5][CH2:4][CH2:3][CH2:2]1. (3) Given the reactants C[O:2][C:3](=[O:53])[C@@H:4]([NH:20][C:21]([C@@H:23]1[CH2:32][C:31]2[CH:30]=[C:29]3[O:33][CH2:34][C@H:35]([C:37]4[CH:42]=[CH:41][C:40]([O:43][CH2:44][C:45]5[CH:50]=[CH:49][C:48]([Cl:51])=[C:47]([Cl:52])[CH:46]=5)=[CH:39][CH:38]=4)[O:36][C:28]3=[CH:27][C:26]=2[CH2:25][NH:24]1)=[O:22])[CH2:5][C:6]1[CH:11]=[CH:10][C:9]([C:12]2[CH:17]=[CH:16][N:15]=[C:14]([CH3:18])[C:13]=2[CH3:19])=[CH:8][CH:7]=1.[CH:54]([C:57]1[O:58][C:59]([CH3:65])=[C:60]([C:62](O)=[O:63])[N:61]=1)([CH3:56])[CH3:55], predict the reaction product. The product is: [Cl:52][C:47]1[CH:46]=[C:45]([CH:50]=[CH:49][C:48]=1[Cl:51])[CH2:44][O:43][C:40]1[CH:41]=[CH:42][C:37]([C@H:35]2[CH2:34][O:33][C:29]3=[CH:30][C:31]4[CH2:32][C@@H:23]([C:21]([NH:20][C@@H:4]([CH2:5][C:6]5[CH:11]=[CH:10][C:9]([C:12]6[CH:17]=[CH:16][N:15]=[C:14]([CH3:18])[C:13]=6[CH3:19])=[CH:8][CH:7]=5)[C:3]([OH:2])=[O:53])=[O:22])[N:24]([C:62]([C:60]5[N:61]=[C:57]([CH:54]([CH3:56])[CH3:55])[O:58][C:59]=5[CH3:65])=[O:63])[CH2:25][C:26]=4[CH:27]=[C:28]3[O:36]2)=[CH:38][CH:39]=1. (4) Given the reactants [K].CCOCC.[C:7]([O:14][CH2:15][CH3:16])(=[O:13])[C:8]([O:10]CC)=O.[C:17]([C:21]1[CH:26]=[CH:25][C:24]([CH3:27])=[C:23]([N+:28]([O-:30])=[O:29])[CH:22]=1)([CH3:20])([CH3:19])[CH3:18], predict the reaction product. The product is: [CH2:15]([O:14][C:7](=[O:13])[C:8](=[O:10])[CH2:27][C:24]1[CH:25]=[CH:26][C:21]([C:17]([CH3:20])([CH3:18])[CH3:19])=[CH:22][C:23]=1[N+:28]([O-:30])=[O:29])[CH3:16]. (5) Given the reactants [Br:1][C:2]1[CH:7]=[CH:6][C:5]([OH:8])=[CH:4][N:3]=1.[C:9]([N:16]1[CH2:21][CH2:20][CH:19]([CH2:22]O)[CH2:18][CH2:17]1)([O:11][C:12]([CH3:15])([CH3:14])[CH3:13])=[O:10].C1C=CC(P(C2C=CC=CC=2)C2C=CC=CC=2)=CC=1.N(C(OC(C)C)=O)=NC(OC(C)C)=O, predict the reaction product. The product is: [Br:1][C:2]1[N:3]=[CH:4][C:5]([O:8][CH2:22][CH:19]2[CH2:20][CH2:21][N:16]([C:9]([O:11][C:12]([CH3:13])([CH3:15])[CH3:14])=[O:10])[CH2:17][CH2:18]2)=[CH:6][CH:7]=1.